From a dataset of Full USPTO retrosynthesis dataset with 1.9M reactions from patents (1976-2016). Predict the reactants needed to synthesize the given product. (1) The reactants are: Cl[C:2]1[CH:7]=[C:6]([C:8]2[CH:13]=[C:12]([Cl:14])[CH:11]=[CH:10][C:9]=2[O:15][CH3:16])[N:5]=[C:4]([NH2:17])[N:3]=1.Cl.[F:19][C:20]([F:29])([F:28])[C:21]1[CH:27]=[CH:26][C:24]([NH2:25])=[CH:23][CH:22]=1. Given the product [Cl:14][C:12]1[CH:11]=[CH:10][C:9]([O:15][CH3:16])=[C:8]([C:6]2[N:5]=[C:4]([NH2:17])[N:3]=[C:2]([NH:25][C:24]3[CH:26]=[CH:27][C:21]([C:20]([F:19])([F:28])[F:29])=[CH:22][CH:23]=3)[CH:7]=2)[CH:13]=1, predict the reactants needed to synthesize it. (2) Given the product [CH:1]1([C:4]2[CH:9]=[CH:8][C:7]([CH:10]3[N:14]([CH2:15][CH2:16][C:17]4[CH:22]=[CH:21][C:20]([O:23][CH3:24])=[CH:19][CH:18]=4)[C:13](=[O:25])[C:12]4([CH2:26][CH2:27][N:28]([C:42]([NH:56][NH:55][C:54]([O:53][C:49]([CH3:52])([CH3:51])[CH3:50])=[O:57])=[O:43])[CH2:29][CH2:30]4)[N:11]3[CH3:31])=[CH:6][CH:5]=2)[CH2:3][CH2:2]1, predict the reactants needed to synthesize it. The reactants are: [CH:1]1([C:4]2[CH:9]=[CH:8][C:7]([CH:10]3[N:14]([CH2:15][CH2:16][C:17]4[CH:22]=[CH:21][C:20]([O:23][CH3:24])=[CH:19][CH:18]=4)[C:13](=[O:25])[C:12]4([CH2:30][CH2:29][NH:28][CH2:27][CH2:26]4)[N:11]3[CH3:31])=[CH:6][CH:5]=2)[CH2:3][CH2:2]1.C(N(C(C)C)CC)(C)C.Cl[C:42](OC(Cl)(Cl)Cl)=[O:43].[C:49]([O:53][C:54](=[O:57])[NH:55][NH2:56])([CH3:52])([CH3:51])[CH3:50]. (3) Given the product [ClH:15].[N:8]1[C:9]2[CH:10]=[CH:11][C:2]([B:30]([OH:32])[OH:31])=[CH:3][C:4]=2[N:12]=[CH:6][CH:7]=1, predict the reactants needed to synthesize it. The reactants are: Br[C:2]1[CH:3]=[C:4]2[C:9](=[CH:10][CH:11]=1)[N:8]=[CH:7][C:6]([N+:12]([O-])=O)=C2[Cl:15].NC1C=CC(C(CC)(CC)C#N)=CC=1.[BH:30]([OH:32])[OH:31]. (4) The reactants are: [CH2:1]([OH:10])[C@@H:2]([C@H:4]([C@@H:6]([CH2:8][OH:9])[OH:7])[OH:5])[OH:3].[C:11]([OH:24])(=[O:23])[CH2:12][CH2:13][CH2:14][CH2:15][CH2:16][CH2:17][CH2:18][CH2:19][CH2:20][CH2:21][CH3:22]. Given the product [C:11]([OH:24])(=[O:23])[CH2:12][CH2:13][CH2:14][CH2:15][CH2:16][CH2:17][CH2:18][CH2:19][CH2:20][CH2:21][CH3:22].[CH2:1]([OH:10])[C@@H:2]([C@H:4]([C@@H:6]([CH2:8][OH:9])[OH:7])[OH:5])[OH:3], predict the reactants needed to synthesize it. (5) Given the product [CH2:1]1[C:9]2[C:4](=[CH:5][C:6]([S:10]([NH:14][C:15]3[CH:19]=[CH:18][S:17][C:16]=3[C:20]([O:22][CH3:23])=[O:21])(=[O:12])=[O:11])=[CH:7][CH:8]=2)[CH2:3][CH2:2]1, predict the reactants needed to synthesize it. The reactants are: [CH2:1]1[C:9]2[C:4](=[CH:5][C:6]([S:10](Cl)(=[O:12])=[O:11])=[CH:7][CH:8]=2)[CH2:3][CH2:2]1.[NH2:14][C:15]1[CH:19]=[CH:18][S:17][C:16]=1[C:20]([O:22][CH3:23])=[O:21].N1C=CC=CC=1. (6) Given the product [Cl:16][C:4]1[C:3]([CH:11]([CH3:13])[CH3:12])=[C:2]([CH3:1])[N:7]=[C:6]([S:8][CH3:9])[N:5]=1, predict the reactants needed to synthesize it. The reactants are: [CH3:1][C:2]1[N:7]=[C:6]([S:8][CH3:9])[NH:5][C:4](=O)[C:3]=1[CH:11]([CH3:13])[CH3:12].P(Cl)(Cl)([Cl:16])=O.